From a dataset of Forward reaction prediction with 1.9M reactions from USPTO patents (1976-2016). Predict the product of the given reaction. (1) Given the reactants [F:1][C:2]1[C:7]([O:8][CH3:9])=[CH:6][C:5]([O:10][CH3:11])=[CH:4][C:3]=1[C:12]1[C:21]2[N:20]=[CH:19][CH:18]=[N:17][C:16]=2[C:15]([C:22]([OH:24])=O)=[CH:14][CH:13]=1.[N+:25]([C:28]1[NH:29][CH:30]=[C:31]([CH2:33][N:34]2[CH2:38][CH2:37][CH2:36][CH2:35]2)[N:32]=1)([O-])=O.CO.C1COCC1.CO, predict the reaction product. The product is: [N:34]1([CH2:33][C:31]2[N:32]=[C:28]([NH:25][C:22]([C:15]3[C:16]4[N:17]=[CH:18][CH:19]=[N:20][C:21]=4[C:12]([C:3]4[CH:4]=[C:5]([O:10][CH3:11])[CH:6]=[C:7]([O:8][CH3:9])[C:2]=4[F:1])=[CH:13][CH:14]=3)=[O:24])[NH:29][CH:30]=2)[CH2:38][CH2:37][CH2:36][CH2:35]1. (2) Given the reactants I[C:2]1[CH:3]=[CH:4][C:5]([N:8]2[CH2:13][CH2:12][N:11]([C:14]([O:16][CH2:17][C:18]([NH:20][CH3:21])=[O:19])=[O:15])[CH2:10][CH2:9]2)=[N:6][CH:7]=1.[F:22][C:23]([F:35])([F:34])[O:24][C:25]1[CH:30]=[CH:29][C:28](B(O)O)=[CH:27][CH:26]=1.C(=O)([O-])[O-].[Na+].[Na+], predict the reaction product. The product is: [F:22][C:23]([F:34])([F:35])[O:24][C:25]1[CH:30]=[CH:29][C:28]([C:2]2[CH:3]=[CH:4][C:5]([N:8]3[CH2:13][CH2:12][N:11]([C:14]([O:16][CH2:17][C:18]([NH:20][CH3:21])=[O:19])=[O:15])[CH2:10][CH2:9]3)=[N:6][CH:7]=2)=[CH:27][CH:26]=1. (3) Given the reactants [F:1][C:2]1[CH:21]=[C:20]([O:22][CH3:23])[C:19]([F:24])=[CH:18][C:3]=1[CH2:4][CH:5]1[C:9]2=[N:10][C:11]3[CH:16]=[CH:15][CH:14]=[CH:13][C:12]=3[N:8]2[C:7](=[O:17])[NH:6]1.[NH2:25][C@H:26]1[CH2:31][CH2:30][C@H:29]([OH:32])[CH2:28][CH2:27]1.C(O)(C(F)(F)F)=O, predict the reaction product. The product is: [NH:8]1[C:12]2[CH:13]=[CH:14][CH:15]=[CH:16][C:11]=2[N:10]=[C:9]1[CH:5]([NH:6][C:7]([NH:25][C@H:26]1[CH2:31][CH2:30][C@H:29]([OH:32])[CH2:28][CH2:27]1)=[O:17])[CH2:4][C:3]1[CH:18]=[C:19]([F:24])[C:20]([O:22][CH3:23])=[CH:21][C:2]=1[F:1]. (4) Given the reactants C(N(CC)CC)C.[NH2:8][CH2:9][CH2:10][C:11]1[N:12]([CH3:25])[N:13]=[C:14]2[C:23]=1[C:22]1[CH2:21][CH2:20][CH2:19][CH2:18][C:17]=1[N:16]=[C:15]2[NH2:24].[CH:26]([N:29]=[C:30]=[O:31])([CH3:28])[CH3:27], predict the reaction product. The product is: [NH2:24][C:15]1[C:14]2=[N:13][N:12]([CH3:25])[C:11]([CH2:10][CH2:9][NH:8][C:30]([NH:29][CH:26]([CH3:28])[CH3:27])=[O:31])=[C:23]2[C:22]2[CH2:21][CH2:20][CH2:19][CH2:18][C:17]=2[N:16]=1. (5) Given the reactants [C:1]([NH:5][S:6]([C:9]1[CH:14]=[CH:13][CH:12]=[C:11]([C:15]2[N:23]3[C:18]([CH:19]=[N:20][C:21](O)=[N:22]3)=[CH:17][CH:16]=2)[CH:10]=1)(=[O:8])=[O:7])([CH3:4])([CH3:3])[CH3:2].[NH2:25][C:26]1[CH:31]=[CH:30][C:29]([CH:32]2[CH2:37][CH2:36][N:35]([CH2:38][CH2:39][OH:40])[CH2:34][CH2:33]2)=[CH:28][CH:27]=1.C1C=CC(N(S(C(F)(F)F)(=O)=O)S(C(F)(F)F)(=O)=O)=CC=1, predict the reaction product. The product is: [C:1]([NH:5][S:6]([C:9]1[CH:14]=[CH:13][CH:12]=[C:11]([C:15]2[N:23]3[C:18]([CH:19]=[N:20][C:21]([NH:25][C:26]4[CH:31]=[CH:30][C:29]([CH:32]5[CH2:37][CH2:36][N:35]([CH2:38][CH2:39][OH:40])[CH2:34][CH2:33]5)=[CH:28][CH:27]=4)=[N:22]3)=[CH:17][CH:16]=2)[CH:10]=1)(=[O:8])=[O:7])([CH3:3])([CH3:2])[CH3:4].